Dataset: Forward reaction prediction with 1.9M reactions from USPTO patents (1976-2016). Task: Predict the product of the given reaction. (1) The product is: [CH:17]([C:3]1[C:2]([CH2:46][CH2:45][CH:44]=[O:47])=[CH:6][N:5]([C:7]2[CH:12]=[CH:11][C:10]([C:13]([F:16])([F:15])[F:14])=[CH:9][N:8]=2)[N:4]=1)([CH3:19])[CH3:18]. Given the reactants I[C:2]1[C:3]([CH:17]([CH3:19])[CH3:18])=[N:4][N:5]([C:7]2[CH:12]=[CH:11][C:10]([C:13]([F:16])([F:15])[F:14])=[CH:9][N:8]=2)[CH:6]=1.C1(P(C2C=CC=CC=2)C2C=CC=CC=2)C=CC=CC=1.C(=O)([O-])O.[Na+].[CH2:44]([OH:47])[CH:45]=[CH2:46], predict the reaction product. (2) Given the reactants [C:1]1([S:7]([C:10]2[CH:15]=[CH:14][C:13](F)=[C:12]([F:17])[CH:11]=2)(=[O:9])=[O:8])[CH:6]=[CH:5][CH:4]=[CH:3][CH:2]=1.[Cl:18][C:19]1[CH:24]=[CH:23][C:22]([CH2:25][C:26]([OH:28])=[O:27])=[CH:21][C:20]=1[OH:29], predict the reaction product. The product is: [Cl:18][C:19]1[CH:24]=[CH:23][C:22]([CH2:25][C:26]([OH:28])=[O:27])=[CH:21][C:20]=1[O:29][C:13]1[CH:14]=[CH:15][C:10]([S:7]([C:1]2[CH:6]=[CH:5][CH:4]=[CH:3][CH:2]=2)(=[O:9])=[O:8])=[CH:11][C:12]=1[F:17]. (3) The product is: [Cl:20][C:21]1[CH:31]=[C:30]([C:32]2[CH2:37][CH2:36][C:35](=[O:38])[NH:34][N:33]=2)[CH:29]=[CH:28][C:22]=1[O:23][CH2:24][C:25]([N:12]1[CH2:11][CH2:10][CH:9]([NH:8][CH2:7][CH:6]([OH:15])[CH2:5][O:4][C:3]2[CH:16]=[CH:17][CH:18]=[CH:19][C:2]=2[Cl:1])[CH2:14][CH2:13]1)=[O:26]. Given the reactants [Cl:1][C:2]1[CH:19]=[CH:18][CH:17]=[CH:16][C:3]=1[O:4][CH2:5][CH:6]([OH:15])[CH2:7][NH:8][CH:9]1[CH2:14][CH2:13][NH:12][CH2:11][CH2:10]1.[Cl:20][C:21]1[CH:31]=[C:30]([C:32]2[CH2:37][CH2:36][C:35](=[O:38])[NH:34][N:33]=2)[CH:29]=[CH:28][C:22]=1[O:23][CH2:24][C:25](O)=[O:26].O.OC1C2NN=NC=2C=CC=1.Cl.CN(C)CCCN=C=NCC, predict the reaction product.